Task: Predict the product of the given reaction.. Dataset: Forward reaction prediction with 1.9M reactions from USPTO patents (1976-2016) (1) The product is: [CH3:20][N:18]1[CH:19]=[C:15]([N:14]2[C:5]3[C:4]4[CH:3]=[C:2]([C:33]5[CH:34]=[N:35][C:36]([N:39]6[CH2:40][CH2:41][NH:42][CH2:43][CH2:44]6)=[CH:37][CH:38]=5)[CH:11]=[CH:10][C:9]=4[N:8]=[CH:7][C:6]=3[N:12]([CH3:23])[C:13]2=[O:22])[C:16]([CH3:21])=[N:17]1. Given the reactants Br[C:2]1[CH:11]=[CH:10][C:9]2[N:8]=[CH:7][C:6]3[N:12]([CH3:23])[C:13](=[O:22])[N:14]([C:15]4[C:16]([CH3:21])=[N:17][N:18]([CH3:20])[CH:19]=4)[C:5]=3[C:4]=2[CH:3]=1.B1([C:33]2[CH:38]=[CH:37][C:36]([N:39]3[CH2:44][CH2:43][N:42](C(OC(C)(C)C)=O)[CH2:41][CH2:40]3)=[N:35][CH:34]=2)OC(C)(C)C(C)(C)O1, predict the reaction product. (2) Given the reactants [CH3:1][C:2]1[N:6]=[C:5]([CH:7]2[CH2:12][CH2:11][N:10](C(OC(C)(C)C)=O)[CH2:9][CH2:8]2)[O:4][N:3]=1.[C:20]([Cl:23])(=O)[CH3:21], predict the reaction product. The product is: [ClH:23].[CH2:1]([C:2]1[N:6]=[C:5]([CH:7]2[CH2:8][CH2:9][NH:10][CH2:11][CH2:12]2)[O:4][N:3]=1)[C:21]1[CH:20]=[CH:9][CH:8]=[CH:7][CH:5]=1. (3) Given the reactants [C:1]([CH:3]1[CH2:8][CH2:7][NH:6][CH2:5][CH2:4]1)#[N:2].[CH3:9][C:10]([CH3:12])=O.C(O)(=O)C.C([BH3-])#N.[Na+], predict the reaction product. The product is: [CH:10]([N:6]1[CH2:7][CH2:8][CH:3]([C:1]#[N:2])[CH2:4][CH2:5]1)([CH3:12])[CH3:9]. (4) Given the reactants [CH3:1][C:2]1[C:6]([N+:7]([O-:9])=O)=[C:5]([CH3:10])[O:4][N:3]=1.N1CC[CH2:14][CH2:13][CH2:12]1.C(=O)CC, predict the reaction product. The product is: [CH3:1][C:2]1[C:6]2=[N+:7]([O-:9])[C:13]([CH3:14])=[CH:12][CH:10]=[C:5]2[O:4][N:3]=1. (5) Given the reactants [CH3:1][O:2][C:3]1[CH:8]=[CH:7][C:6]([O:9][CH3:10])=[CH:5][C:4]=1[C:11]1[C:12](=[O:23])[O:13][C:14]2[C:19]([C:20]=1[CH3:21])=[CH:18][CH:17]=[C:16]([OH:22])[CH:15]=2.[I-].C[N+]1C=CN([C:31](=[O:40])[N:32]([CH3:39])[C:33]2[CH:38]=[CH:37][CH:36]=[CH:35][CH:34]=2)C=1, predict the reaction product. The product is: [CH3:1][O:2][C:3]1[CH:8]=[CH:7][C:6]([O:9][CH3:10])=[CH:5][C:4]=1[C:11]1[C:12](=[O:23])[O:13][C:14]2[C:19]([C:20]=1[CH3:21])=[CH:18][CH:17]=[C:16]([O:22][C:31](=[O:40])[N:32]([CH3:39])[C:33]1[CH:38]=[CH:37][CH:36]=[CH:35][CH:34]=1)[CH:15]=2. (6) Given the reactants [CH2:1]([NH2:9])[CH2:2][CH2:3][CH2:4][CH2:5][CH2:6][CH2:7][CH3:8].[CH2:10]1[CH2:17][O:16][S:13](=[O:15])(=[O:14])[CH2:12][CH2:11]1.CC(C)=O, predict the reaction product. The product is: [CH2:1]([NH:9][CH2:17][CH2:10][CH2:11][CH2:12][S:13]([OH:16])(=[O:15])=[O:14])[CH2:2][CH2:3][CH2:4][CH2:5][CH2:6][CH2:7][CH3:8]. (7) Given the reactants C=O.[NH2:3][C:4]([NH2:6])=[O:5].[N:7]1[C:14]([NH2:15])=[N:13][C:11]([NH2:12])=[N:10][C:8]=1[NH2:9].N(CCO)(CCO)C[CH2:18][OH:19], predict the reaction product. The product is: [NH2:3][C:4]([NH2:6])=[O:5].[CH2:18]=[O:19].[N:7]1[C:14]([NH2:15])=[N:13][C:11]([NH2:12])=[N:10][C:8]=1[NH2:9]. (8) Given the reactants C(N(CC)CC)C.[CH3:8][C:9]1[CH:15]=[C:14]([CH3:16])[CH:13]=[CH:12][C:10]=1[NH2:11].[Br:17][CH2:18][C:19](Br)=[O:20], predict the reaction product. The product is: [Br:17][CH2:18][C:19]([NH:11][C:10]1[CH:12]=[CH:13][C:14]([CH3:16])=[CH:15][C:9]=1[CH3:8])=[O:20].